This data is from Full USPTO retrosynthesis dataset with 1.9M reactions from patents (1976-2016). The task is: Predict the reactants needed to synthesize the given product. (1) Given the product [CH:28]1([N:14]([CH2:13][CH2:12][CH2:11][C:5]2[C:4]3[C:8](=[CH:9][CH:10]=[C:2]([F:1])[CH:3]=3)[NH:7][CH:6]=2)[CH:15]2[CH2:24][C:23]3[C:22]([C:25]([NH2:27])=[O:26])=[CH:21][CH:20]=[CH:19][C:18]=3[O:17][CH2:16]2)[CH2:31][CH2:30][CH2:29]1, predict the reactants needed to synthesize it. The reactants are: [F:1][C:2]1[CH:3]=[C:4]2[C:8](=[CH:9][CH:10]=1)[NH:7][CH:6]=[C:5]2[CH2:11][CH2:12][CH2:13][NH:14][CH:15]1[CH2:24][C:23]2[C:22]([C:25]([NH2:27])=[O:26])=[CH:21][CH:20]=[CH:19][C:18]=2[O:17][CH2:16]1.[C:28]1(=O)[CH2:31][CH2:30][CH2:29]1.C(O)(=O)C.C([BH3-])#N.[Na+]. (2) Given the product [Cl:1][C:2]1[CH:31]=[CH:30][C:5]([CH2:6][N:7]2[C:15]3[C:10](=[CH:11][C:12](/[CH:16]=[C:17]4/[C:18](=[O:29])[N:19]([CH2:23][C@@H:24]5[CH2:28][CH2:27][CH2:26][N:25]5[CH2:39][CH2:38][O:37][CH3:36])[C:20](=[O:22])[S:21]/4)=[CH:13][CH:14]=3)[CH:9]=[N:8]2)=[C:4]([C:32]([F:35])([F:33])[F:34])[CH:3]=1, predict the reactants needed to synthesize it. The reactants are: [Cl:1][C:2]1[CH:31]=[CH:30][C:5]([CH2:6][N:7]2[C:15]3[C:10](=[CH:11][C:12](/[CH:16]=[C:17]4/[C:18](=[O:29])[N:19]([CH2:23][C@@H:24]5[CH2:28][CH2:27][CH2:26][NH:25]5)[C:20](=[O:22])[S:21]/4)=[CH:13][CH:14]=3)[CH:9]=[N:8]2)=[C:4]([C:32]([F:35])([F:34])[F:33])[CH:3]=1.[CH3:36][O:37][CH2:38][CH2:39]Br. (3) Given the product [Br:1][C:2]1[CH:3]=[N:4][C:5](=[O:8])[N:6]([CH2:10][CH2:11][O:12][Si:13]([C:16]([CH3:19])([CH3:18])[CH3:17])([CH3:15])[CH3:14])[CH:7]=1, predict the reactants needed to synthesize it. The reactants are: [Br:1][C:2]1[CH:3]=[N:4][C:5](=[O:8])[NH:6][CH:7]=1.Br[CH2:10][CH2:11][O:12][Si:13]([C:16]([CH3:19])([CH3:18])[CH3:17])([CH3:15])[CH3:14].C(=O)([O-])[O-].[Cs+].[Cs+].C([O-])(O)=O.[Na+]. (4) Given the product [CH:1]1([CH2:5][C:7]2[CH:8]=[CH:9][C:10]([S:13][CH3:14])=[CH:11][CH:12]=2)[CH2:2][CH2:3][CH2:4]1, predict the reactants needed to synthesize it. The reactants are: [CH:1]1([C:5]([C:7]2[CH:12]=[CH:11][C:10]([S:13][CH3:14])=[CH:9][CH:8]=2)=O)[CH2:4][CH2:3][CH2:2]1.C([O-])([O-])=O.[K+].[K+].C(O)COCCO.O.NN. (5) Given the product [CH3:16][C:13]1[CH:14]=[CH:15][C:10]2=[C:9]3[C:3](=[C:18]([NH2:19])[N:27]=[C:11]2[CH:12]=1)[N:4]=[CH:5][CH:6]=[CH:8]3, predict the reactants needed to synthesize it. The reactants are: ClC1[C:3]([C:18]#[N:19])=[N:4][CH:5]=[C:6]([C:8]#[C:9][C:10]2[CH:15]=[CH:14][C:13]([CH3:16])=[CH:12][C:11]=2C)C=1.CC1C=CC(B2OC(C)(C)C(C)(C)O2)=C([NH:27]C(=O)OC(C)(C)C)C=1.